From a dataset of Forward reaction prediction with 1.9M reactions from USPTO patents (1976-2016). Predict the product of the given reaction. (1) Given the reactants C([NH:8][C@@H:9]1[CH2:15][CH2:14][C@@H:13]2[N:16](CC3C=CC=CC=3)[C@@:10]1([C:31]1[CH:36]=[CH:35][CH:34]=[CH:33][CH:32]=1)[CH2:11][C@H:12]2[C:24]([O:26][C:27]([CH3:30])([CH3:29])[CH3:28])=[O:25])C1C=CC=CC=1.[H][H], predict the reaction product. The product is: [NH2:8][C@@H:9]1[CH2:15][CH2:14][C@@H:13]2[NH:16][C@@:10]1([C:31]1[CH:32]=[CH:33][CH:34]=[CH:35][CH:36]=1)[CH2:11][C@H:12]2[C:24]([O:26][C:27]([CH3:29])([CH3:30])[CH3:28])=[O:25]. (2) Given the reactants [F:1][C:2]1[CH:7]=[CH:6][C:5]([CH:8]2[CH2:12][CH2:11][N:10]([C:13]([C:15]3[N:16]=[C:17]4[C:22]([C:23]([F:26])([F:25])[F:24])=[CH:21][C:20]([C:27]5[CH:31]=[CH:30][O:29][CH:28]=5)=[CH:19][N:18]4[C:32]=3[CH2:33][C:34]([OH:36])=O)=[O:14])[CH2:9]2)=[CH:4][CH:3]=1.ONC(=O)C.CN(C(O[N:50]1N=N[C:52]2C=CC=[N:56][C:51]1=2)=[N+](C)C)C.F[P-](F)(F)(F)(F)F.C(N(C(C)C)CC)(C)C, predict the reaction product. The product is: [F:1][C:2]1[CH:7]=[CH:6][C:5]([CH:8]2[CH2:12][CH2:11][N:10]([C:13]([C:15]3[N:16]=[C:17]4[C:22]([C:23]([F:25])([F:26])[F:24])=[CH:21][C:20]([C:27]5[CH:31]=[CH:30][O:29][CH:28]=5)=[CH:19][N:18]4[C:32]=3[CH2:33][C:34]3[O:36][N:56]=[C:51]([CH3:52])[N:50]=3)=[O:14])[CH2:9]2)=[CH:4][CH:3]=1. (3) Given the reactants Cl[C:2]1[CH:7]=[CH:6][C:5]([Cl:8])=[CH:4][N:3]=1.[C:9]1(B(O)O)[CH:14]=[CH:13][CH:12]=[CH:11][CH:10]=1, predict the reaction product. The product is: [Cl:8][C:5]1[CH:6]=[CH:7][C:2]([C:9]2[CH:14]=[CH:13][CH:12]=[CH:11][CH:10]=2)=[N:3][CH:4]=1. (4) Given the reactants [Br:1][C:2]1[C:3]([CH3:23])=[C:4]([N:8]2[C:16](=O)[C:15]3[C:10](=[CH:11][CH:12]=[C:13]([C:18]([CH3:21])([CH3:20])[CH3:19])[CH:14]=3)[C:9]2=[O:22])[CH:5]=[CH:6][CH:7]=1.[BH4-].[Na+], predict the reaction product. The product is: [Br:1][C:2]1[C:3]([CH3:23])=[C:4]([N:8]2[CH2:16][C:15]3[C:10](=[CH:11][CH:12]=[C:13]([C:18]([CH3:19])([CH3:20])[CH3:21])[CH:14]=3)[C:9]2=[O:22])[CH:5]=[CH:6][CH:7]=1.